From a dataset of Catalyst prediction with 721,799 reactions and 888 catalyst types from USPTO. Predict which catalyst facilitates the given reaction. (1) Reactant: [CH3:1][CH2:2][N:3]1[C:7](=[O:8])[C:6]([C:15]2[CH:16]=[CH:17][CH:18]=[CH:19][CH:20]=2)([C:9]2[CH:10]=[CH:11][CH:12]=[CH:13][CH:14]=2)[CH:5]([CH2:21][CH2:22][N:23]2[CH2:28][CH2:27][O:26][CH2:25][CH2:24]2)[CH2:4]1.Cl. Product: [CH3:1][CH2:2][N:3]1[C:7](=[O:8])[C:6]([C:15]2[CH:20]=[CH:19][CH:18]=[CH:17][CH:16]=2)([C:9]2[CH:10]=[CH:11][CH:12]=[CH:13][CH:14]=2)[CH:5]([CH2:21][CH2:22][N:23]2[CH2:28][CH2:27][O:26][CH2:25][CH2:24]2)[CH2:4]1. The catalyst class is: 4. (2) Reactant: [OH:1][CH:2]1[CH2:11][C:10]2[C:9]([NH:12][C:13](=[O:21])OC3C=CC=CC=3)=[CH:8][CH:7]=[CH:6][C:5]=2[CH2:4][CH2:3]1.[I:22][C:23]1[CH:24]=[C:25]([CH:27]=[CH:28][CH:29]=1)[NH2:26].O. Product: [OH:1][CH:2]1[CH2:11][C:10]2[C:9]([NH:12][C:13]([NH:26][C:25]3[CH:27]=[CH:28][CH:29]=[C:23]([I:22])[CH:24]=3)=[O:21])=[CH:8][CH:7]=[CH:6][C:5]=2[CH2:4][CH2:3]1. The catalyst class is: 16. (3) Reactant: [C:1]([O:5][C:6](=[O:40])[C:7]1[CH:12]=[CH:11][CH:10]=[C:9]([C:13]2[CH:14]=[C:15]3[C:21]([C:22]4[CH:27]=[CH:26][CH:25]=[CH:24][C:23]=4[O:28][CH3:29])=[CH:20][N:19](S(C4C=CC(C)=CC=4)(=O)=O)[C:16]3=[N:17][CH:18]=2)[CH:8]=1)([CH3:4])([CH3:3])[CH3:2].CO.CC(C)=O.[OH-].[K+]. Product: [C:1]([O:5][C:6](=[O:40])[C:7]1[CH:12]=[CH:11][CH:10]=[C:9]([C:13]2[CH:14]=[C:15]3[C:21]([C:22]4[CH:27]=[CH:26][CH:25]=[CH:24][C:23]=4[O:28][CH3:29])=[CH:20][NH:19][C:16]3=[N:17][CH:18]=2)[CH:8]=1)([CH3:4])([CH3:3])[CH3:2]. The catalyst class is: 15. (4) Reactant: [Cl:1][C:2]1[C:3]2[NH:10][CH:9]=[CH:8][C:4]=2[N:5]=[CH:6][N:7]=1.[Cl:11][C:12]1[CH:13]=[C:14]([CH:16]=[CH:17][C:18]=1[O:19][CH2:20][C:21]1[CH:26]=[CH:25][CH:24]=[C:23]([F:27])[CH:22]=1)[NH2:15]. Product: [ClH:1].[Cl:11][C:12]1[CH:13]=[C:14]([NH:15][C:2]2[C:3]3[NH:10][CH:9]=[CH:8][C:4]=3[N:5]=[CH:6][N:7]=2)[CH:16]=[CH:17][C:18]=1[O:19][CH2:20][C:21]1[CH:26]=[CH:25][CH:24]=[C:23]([F:27])[CH:22]=1. The catalyst class is: 435. (5) Reactant: [C:1]([O:5][C:6]([N:8]1[CH2:13][CH2:12][CH:11]([C:14](=O)[CH2:15][C:16]([O:18][CH2:19][CH3:20])=[O:17])[CH2:10][CH2:9]1)=[O:7])([CH3:4])([CH3:3])[CH3:2].[H-].[Na+].Br.Br[CH2:26][C:27]([C:29]1[CH:34]=[CH:33][N:32]=[CH:31][CH:30]=1)=O.C([O-])(=O)C.[NH4+:39]. Product: [C:1]([O:5][C:6]([N:8]1[CH2:13][CH2:12][CH:11]([C:14]2[NH:39][C:27]([C:29]3[CH:34]=[CH:33][N:32]=[CH:31][CH:30]=3)=[CH:26][C:15]=2[C:16]([O:18][CH2:19][CH3:20])=[O:17])[CH2:10][CH2:9]1)=[O:7])([CH3:4])([CH3:3])[CH3:2]. The catalyst class is: 1. (6) Reactant: [Cl:1][C:2]1[C:3]([O:21][CH:22]([CH3:24])[CH3:23])=[CH:4][C:5](NC(=O)OC(C)(C)C)=[C:6]2[C:11]=1[C:10](=[O:12])[NH:9][CH2:8][CH2:7]2.[BrH:25].N([O-])=O.[Na+].C([O-])(O)=O.[Na+]. Product: [Br:25][C:5]1[CH:4]=[C:3]([O:21][CH:22]([CH3:24])[CH3:23])[C:2]([Cl:1])=[C:11]2[C:6]=1[CH2:7][CH2:8][NH:9][C:10]2=[O:12]. The catalyst class is: 1. (7) Reactant: [N:1]([CH2:4][C:5]1[C:13]2[C:8](=[N:9][CH:10]=[CH:11][CH:12]=2)[NH:7][N:6]=1)=[N+]=[N-].[H][H]. Product: [NH2:1][CH2:4][C:5]1[C:13]2[C:8](=[N:9][CH:10]=[CH:11][CH:12]=2)[NH:7][N:6]=1. The catalyst class is: 256. (8) Reactant: [Cl:1][C:2]1[CH:7]=[CH:6][C:5]([CH:8]2[C:13]3[N:14]4[N:19]=[C:18]([CH3:20])[S:17][C:15]4=[N:16][C:12]=3[CH2:11][CH2:10][N:9]2[C:21](=[O:32])[CH2:22][O:23][C:24]2[C:25]([Cl:31])=[N:26][C:27](I)=[CH:28][CH:29]=2)=[C:4]([F:33])[CH:3]=1.[CH:34]1(B(O)O)[CH2:36][CH2:35]1.C1(P(C2CCCCC2)C2CCCCC2)CCCCC1.O.[O-]P([O-])([O-])=O.[K+].[K+].[K+]. The catalyst class is: 164. Product: [Cl:1][C:2]1[CH:7]=[CH:6][C:5]([CH:8]2[C:13]3[N:14]4[N:19]=[C:18]([CH3:20])[S:17][C:15]4=[N:16][C:12]=3[CH2:11][CH2:10][N:9]2[C:21](=[O:32])[CH2:22][O:23][C:24]2[C:25]([Cl:31])=[N:26][C:27]([CH:34]3[CH2:36][CH2:35]3)=[CH:28][CH:29]=2)=[C:4]([F:33])[CH:3]=1. (9) Reactant: [F:1][CH2:2][CH2:3][CH2:4][CH2:5][C:6](=O)[CH2:7][C:8]([O:10]CC)=[O:9].[N:14]([C:17]1[CH:27]=[CH:26][C:20]([C:21]([NH:23][CH2:24][CH3:25])=[O:22])=[CH:19][CH:18]=1)=[N+:15]=[N-:16].[O-]CC.[Na+].[OH-].[Na+]. Product: [CH2:24]([NH:23][C:21]([C:20]1[CH:26]=[CH:27][C:17]([N:14]2[C:6]([CH2:5][CH2:4][CH2:3][CH2:2][F:1])=[C:7]([C:8]([OH:10])=[O:9])[N:16]=[N:15]2)=[CH:18][CH:19]=1)=[O:22])[CH3:25]. The catalyst class is: 40. (10) Reactant: [N+:1]([C:4]1[CH:15]=[C:7]2[CH2:8][N:9]([C:12](=[O:14])[CH3:13])[CH2:10][CH2:11][N:6]2[N:5]=1)([O-])=O. Product: [NH2:1][C:4]1[CH:15]=[C:7]2[CH2:8][N:9]([C:12](=[O:14])[CH3:13])[CH2:10][CH2:11][N:6]2[N:5]=1. The catalyst class is: 63.